From a dataset of TCR-epitope binding with 47,182 pairs between 192 epitopes and 23,139 TCRs. Binary Classification. Given a T-cell receptor sequence (or CDR3 region) and an epitope sequence, predict whether binding occurs between them. (1) The epitope is VTIAEILLI. The TCR CDR3 sequence is CASSPDRGRMTEAFF. Result: 1 (the TCR binds to the epitope). (2) The epitope is FPPTSFGPL. The TCR CDR3 sequence is CASSSFQENYGYTF. Result: 1 (the TCR binds to the epitope). (3) The epitope is GTSGSPIVNR. The TCR CDR3 sequence is CASSLGPEAPLFF. Result: 1 (the TCR binds to the epitope). (4) The epitope is YLDAYNMMI. The TCR CDR3 sequence is CASSLETSGKTEQYF. Result: 1 (the TCR binds to the epitope). (5) The epitope is KLWAQCVQL. The TCR CDR3 sequence is CASSLSGFETDTQYF. Result: 0 (the TCR does not bind to the epitope). (6) The epitope is VLAWLYAAV. The TCR CDR3 sequence is CASSWGRDEQFF. Result: 0 (the TCR does not bind to the epitope). (7) The epitope is VVYRGTTTY. Result: 0 (the TCR does not bind to the epitope). The TCR CDR3 sequence is CASSLTDFQETQYF. (8) The epitope is LLMPILTLT. The TCR CDR3 sequence is CASSLFTNEQFF. Result: 1 (the TCR binds to the epitope). (9) The epitope is GTITVEELK. The TCR CDR3 sequence is CASSVNRGRDEQYF. Result: 1 (the TCR binds to the epitope). (10) The epitope is NLDSKVGGNY. The TCR CDR3 sequence is CSARVVWTAMGYGYTF. Result: 0 (the TCR does not bind to the epitope).